This data is from Peptide-MHC class I binding affinity with 185,985 pairs from IEDB/IMGT. The task is: Regression. Given a peptide amino acid sequence and an MHC pseudo amino acid sequence, predict their binding affinity value. This is MHC class I binding data. (1) The peptide sequence is DAYGFHNYK. The MHC is HLA-A24:03 with pseudo-sequence HLA-A24:03. The binding affinity (normalized) is 0.0847. (2) The peptide sequence is KFKPRFAGV. The MHC is HLA-A02:19 with pseudo-sequence HLA-A02:19. The binding affinity (normalized) is 0.0847. (3) The peptide sequence is MSDWGHITV. The MHC is HLA-A02:01 with pseudo-sequence HLA-A02:01. The binding affinity (normalized) is 0.481.